From a dataset of Peptide-MHC class I binding affinity with 185,985 pairs from IEDB/IMGT. Regression. Given a peptide amino acid sequence and an MHC pseudo amino acid sequence, predict their binding affinity value. This is MHC class I binding data. (1) The peptide sequence is WSDLNTTDF. The MHC is HLA-B08:01 with pseudo-sequence HLA-B08:01. The binding affinity (normalized) is 0.0847. (2) The peptide sequence is FYIQMATEL. The MHC is H-2-Kd with pseudo-sequence H-2-Kd. The binding affinity (normalized) is 1.00. (3) The peptide sequence is GPGHKARVL. The MHC is HLA-B54:01 with pseudo-sequence HLA-B54:01. The binding affinity (normalized) is 0. (4) The peptide sequence is YLTSFVVPI. The MHC is HLA-A02:19 with pseudo-sequence HLA-A02:19. The binding affinity (normalized) is 1.00. (5) The peptide sequence is FPVTPQVPLR. The MHC is HLA-A02:02 with pseudo-sequence HLA-A02:02. The binding affinity (normalized) is 0. (6) The peptide sequence is FSNFSTSHI. The MHC is HLA-B15:01 with pseudo-sequence HLA-B15:01. The binding affinity (normalized) is 0.565.